Dataset: Reaction yield outcomes from USPTO patents with 853,638 reactions. Task: Predict the reaction yield, written as a fraction of the theoretical maximum amount of product (1.0 means a 100% yield; for example, 0.34 means a 34% yield). (1) The reactants are Cl[C:2]1[NH:10][C:9]2[C:4](=[N:5][CH:6]=[CH:7][CH:8]=2)[C:3]=1[C:11]#[N:12].[NH2:13][C:14]1[CH:19]=[CH:18][CH:17]=[CH:16][CH:15]=1.FC(F)(F)C(O)=O. No catalyst specified. The product is [C:14]1([NH:13][C:2]2[NH:10][C:9]3[C:4](=[N:5][CH:6]=[CH:7][CH:8]=3)[C:3]=2[C:11]#[N:12])[CH:19]=[CH:18][CH:17]=[CH:16][CH:15]=1. The yield is 0.440. (2) The reactants are O1[CH2:5][CH2:4][NH:3][C:2]1=O.[CH:7]([C@H:10]1[CH2:14][O:13][C:12](=[O:15])[NH:11]1)([CH3:9])[CH3:8]. No catalyst specified. The product is [CH:7]([C@H:10]1[CH2:14][O:13][C:12](=[O:15])[N:11]1[CH2:8][CH2:7][CH:10]1[CH2:5][CH2:4][NH:3][CH2:2][CH2:14]1)([CH3:9])[CH3:8]. The yield is 0.970. (3) The reactants are [ClH:1].Cl[C:3]1[C:4]([CH3:8])=[N:5][NH:6][CH:7]=1.[Mn]([O-])(=O)(=O)=[O:10].[K+].[OH2:15]. No catalyst specified. The product is [Cl:1][C:3]1[C:4]([C:8]([OH:10])=[O:15])=[N:5][NH:6][CH:7]=1. The yield is 0.220. (4) The reactants are I[C:2]1[C:7]([O:8][C:9]2[C:18]3[C:13](=[CH:14][C:15]([O:21][CH3:22])=[C:16]([O:19][CH3:20])[CH:17]=3)[N:12]=[CH:11][CH:10]=2)=[CH:6][CH:5]=[C:4]([CH3:23])[N:3]=1.[F:24][C:25]1[CH:30]=[CH:29][C:28](B(O)O)=[CH:27][CH:26]=1.C(=O)([O-])O.[Na+]. The catalyst is C1(C)C=CC=CC=1. The product is [F:24][C:25]1[CH:30]=[CH:29][C:28]([C:2]2[C:7]([O:8][C:9]3[C:18]4[C:13](=[CH:14][C:15]([O:21][CH3:22])=[C:16]([O:19][CH3:20])[CH:17]=4)[N:12]=[CH:11][CH:10]=3)=[CH:6][CH:5]=[C:4]([CH3:23])[N:3]=2)=[CH:27][CH:26]=1. The yield is 0.820.